From a dataset of Reaction yield outcomes from USPTO patents with 853,638 reactions. Predict the reaction yield, written as a fraction of the theoretical maximum amount of product (1.0 means a 100% yield; for example, 0.34 means a 34% yield). (1) The reactants are [CH2:1](Br)[C:2]1[CH:7]=[CH:6][CH:5]=[CH:4][CH:3]=1.[CH3:9][N:10]([CH3:33])[C:11]([C:13]1[N:17]([C:18]2[CH:23]=[CH:22][C:21]([O:24][CH3:25])=[CH:20][CH:19]=2)[C:16]([C:26]([O:28][CH2:29][CH3:30])=[O:27])=[C:15]([OH:31])[C:14]=1[OH:32])=[O:12].[I-].[K+].C([O-])([O-])=O.[K+].[K+]. The catalyst is CN(C=O)C.O. The product is [CH2:1]([O:31][C:15]1[C:14]([OH:32])=[C:13]([C:11](=[O:12])[N:10]([CH3:33])[CH3:9])[N:17]([C:18]2[CH:23]=[CH:22][C:21]([O:24][CH3:25])=[CH:20][CH:19]=2)[C:16]=1[C:26]([O:28][CH2:29][CH3:30])=[O:27])[C:2]1[CH:7]=[CH:6][CH:5]=[CH:4][CH:3]=1. The yield is 0.330. (2) The reactants are [CH2:1]([O:3][C:4]([C:7]1[N:11]([CH2:12][CH:13]2[CH2:18][CH2:17][O:16][CH2:15][CH2:14]2)[C:10]2[CH:19]=[CH:20][C:21]([N:23](C)[C:24](=O)C)=[CH:22][C:9]=2[N:8]=1)([CH3:6])[CH3:5])[CH3:2]. The catalyst is CCO. The product is [CH2:1]([O:3][C:4]([C:7]1[N:11]([CH2:12][CH:13]2[CH2:18][CH2:17][O:16][CH2:15][CH2:14]2)[C:10]2[CH:19]=[CH:20][C:21]([NH:23][CH3:24])=[CH:22][C:9]=2[N:8]=1)([CH3:5])[CH3:6])[CH3:2]. The yield is 1.00.